From a dataset of CYP2C19 inhibition data for predicting drug metabolism from PubChem BioAssay. Regression/Classification. Given a drug SMILES string, predict its absorption, distribution, metabolism, or excretion properties. Task type varies by dataset: regression for continuous measurements (e.g., permeability, clearance, half-life) or binary classification for categorical outcomes (e.g., BBB penetration, CYP inhibition). Dataset: cyp2c19_veith. (1) The drug is CCCCCCCCn1cc(C(C)=O)c(=O)[nH]c1=O. The result is 1 (inhibitor). (2) The drug is O=C(C[C@@H]1C=Cc2ccccc2N1C(=O)c1ccccc1)c1ccccc1. The result is 1 (inhibitor). (3) The compound is CN1CCCC2(CCN(C(=O)c3cnccn3)CC2)C1. The result is 0 (non-inhibitor). (4) The compound is Cc1ccc(S(=O)(=O)NC(=O)CSc2nc3ccccc3s2)cc1. The result is 0 (non-inhibitor). (5) The compound is CNc1ncnc2ccc(-c3ccccc3C)cc12. The result is 1 (inhibitor).